Dataset: Peptide-MHC class II binding affinity with 134,281 pairs from IEDB. Task: Regression. Given a peptide amino acid sequence and an MHC pseudo amino acid sequence, predict their binding affinity value. This is MHC class II binding data. (1) The peptide sequence is AGELELQFRRVKSKYPEGTK. The MHC is HLA-DQA10501-DQB10301 with pseudo-sequence HLA-DQA10501-DQB10301. The binding affinity (normalized) is 0.182. (2) The peptide sequence is LQDVMNILLQYVVKSFDRST. The MHC is HLA-DQA10301-DQB10302 with pseudo-sequence HLA-DQA10301-DQB10302. The binding affinity (normalized) is 0. (3) The peptide sequence is TWHYCGSYVTKTSGS. The MHC is HLA-DQA10201-DQB10303 with pseudo-sequence HLA-DQA10201-DQB10303. The binding affinity (normalized) is 0.494. (4) The peptide sequence is EIYNMVKFRMIAGQE. The MHC is HLA-DQA10201-DQB10202 with pseudo-sequence HLA-DQA10201-DQB10202. The binding affinity (normalized) is 0.0500. (5) The peptide sequence is AFLVAATAANAAPAN. The MHC is DRB1_0802 with pseudo-sequence DRB1_0802. The binding affinity (normalized) is 0.693. (6) The peptide sequence is GHERGSDANTEYERL. The MHC is DRB1_0101 with pseudo-sequence DRB1_0101. The binding affinity (normalized) is 0.546. (7) The binding affinity (normalized) is 0.362. The peptide sequence is LFFNHHKVMLLGHDD. The MHC is DRB3_0202 with pseudo-sequence DRB3_0202. (8) The peptide sequence is NFEGVRISLSNVMVD. The MHC is DRB1_0101 with pseudo-sequence DRB1_0101. The binding affinity (normalized) is 0.774. (9) The peptide sequence is QTYYLSMEYLQGRAL. The MHC is DRB1_0301 with pseudo-sequence DRB1_0301. The binding affinity (normalized) is 0.145. (10) The peptide sequence is KVKFGHVSINPADIA. The MHC is DRB1_0901 with pseudo-sequence DRB1_0901. The binding affinity (normalized) is 0.624.